Dataset: Reaction yield outcomes from USPTO patents with 853,638 reactions. Task: Predict the reaction yield, written as a fraction of the theoretical maximum amount of product (1.0 means a 100% yield; for example, 0.34 means a 34% yield). (1) The reactants are [CH3:1][N:2]([CH3:43])[CH2:3][CH2:4][NH:5][C:6]([C:8]1[C:9]([CH3:42])=[C:10]([O:15][C:16]2[C:21]([Br:22])=[CH:20][N:19]=[C:18]([NH:23][C:24]3[S:28][N:27]=[C:26]([CH:29]4[CH2:34][CH2:33][N:32](C(OC(C)(C)C)=O)[CH2:31][CH2:30]4)[N:25]=3)[CH:17]=2)[C:11]([CH3:14])=[N:12][CH:13]=1)=[O:7].[Cl:44]CCl.[ClH:47]. The catalyst is CO. The product is [ClH:44].[ClH:47].[Br:22][C:21]1[C:16]([O:15][C:10]2[C:11]([CH3:14])=[N:12][CH:13]=[C:8]([C:9]=2[CH3:42])[C:6]([NH:5][CH2:4][CH2:3][N:2]([CH3:1])[CH3:43])=[O:7])=[CH:17][C:18]([NH:23][C:24]2[S:28][N:27]=[C:26]([CH:29]3[CH2:30][CH2:31][NH:32][CH2:33][CH2:34]3)[N:25]=2)=[N:19][CH:20]=1. The yield is 1.00. (2) The reactants are [OH:1][N:2]=[C:3]([Cl:14])[C@H:4]1[CH2:8][O:7][C:6]2([CH2:13][CH2:12][CH2:11][CH2:10][CH2:9]2)[O:5]1.[CH3:15][S:16](Cl)(=[O:18])=[O:17].C(NC(C)CC(C)C)C. The catalyst is C1COCC1. The product is [CH3:15][S:16]([O:1][N:2]=[C:3]([Cl:14])[C@H:4]1[CH2:8][O:7][C:6]2([CH2:13][CH2:12][CH2:11][CH2:10][CH2:9]2)[O:5]1)(=[O:18])=[O:17]. The yield is 0.738. (3) The reactants are [OH:1][CH:2]([CH2:17][CH2:18][CH2:19][CH2:20][C:21]1[CH:26]=[CH:25][CH:24]=[CH:23][CH:22]=1)[CH2:3][C:4]([C:6]1[O:7][C:8]([C:11]2[CH:16]=[CH:15][CH:14]=[CH:13][N:12]=2)=[CH:9][N:10]=1)=[O:5].CC(OI1(OC(C)=O)(OC(C)=O)OC(=O)C2C=CC=CC1=2)=O. The catalyst is C(Cl)Cl. The product is [C:21]1([CH2:20][CH2:19][CH2:18][CH2:17][C:2](=[O:1])[CH2:3][C:4]([C:6]2[O:7][C:8]([C:11]3[CH:16]=[CH:15][CH:14]=[CH:13][N:12]=3)=[CH:9][N:10]=2)=[O:5])[CH:22]=[CH:23][CH:24]=[CH:25][CH:26]=1. The yield is 0.690. (4) The reactants are [NH:1]1[CH2:4][CH:3]([CH2:5][C:6]2[N:7]([CH3:31])[C:8]3[C:13]([N:14]=2)=[C:12]([N:15]2[CH2:20][CH2:19][O:18][CH2:17][CH2:16]2)[N:11]=[C:10]([N:21]2[C:25]4[CH:26]=[CH:27][CH:28]=[CH:29][C:24]=4[N:23]=[C:22]2[CH3:30])[N:9]=3)[CH2:2]1.Cl[C:33]([C:35]([O:38][C:39](=[O:41])[CH3:40])([CH3:37])[CH3:36])=[O:34].CCN(CC)CC. The catalyst is C1COCC1. The product is [CH3:36][C:35]([O:38][C:39](=[O:41])[CH3:40])([CH3:37])[C:33]([N:1]1[CH2:2][CH:3]([CH2:5][C:6]2[N:7]([CH3:31])[C:8]3[C:13]([N:14]=2)=[C:12]([N:15]2[CH2:20][CH2:19][O:18][CH2:17][CH2:16]2)[N:11]=[C:10]([N:21]2[C:25]4[CH:26]=[CH:27][CH:28]=[CH:29][C:24]=4[N:23]=[C:22]2[CH3:30])[N:9]=3)[CH2:4]1)=[O:34]. The yield is 0.730.